Dataset: Catalyst prediction with 721,799 reactions and 888 catalyst types from USPTO. Task: Predict which catalyst facilitates the given reaction. (1) Product: [CH3:8][N:9]([C:10]1[CH:15]=[CH:14][CH:13]=[CH:12][CH:11]=1)[C:5](=[O:7])[CH3:6]. The catalyst class is: 6. Reactant: C(O[C:5](=[O:7])[CH3:6])(=O)C.[CH3:8][NH:9][C:10]1[CH:15]=[CH:14][CH:13]=[CH:12][CH:11]=1. (2) Reactant: CC1C=CC(S(O[CH2:12][CH:13]2[CH2:22][CH2:21][C:20]3[C:15](=[CH:16][C:17]([S:23]([CH3:26])(=[O:25])=[O:24])=[CH:18][CH:19]=3)[O:14]2)(=O)=O)=CC=1.[CH2:27]([NH2:30])[CH:28]=[CH2:29]. Product: [CH3:26][S:23]([C:17]1[CH:16]=[C:15]2[C:20]([CH2:21][CH2:22][CH:13]([CH2:12][NH:30][CH2:27][CH:28]=[CH2:29])[O:14]2)=[CH:19][CH:18]=1)(=[O:24])=[O:25]. The catalyst class is: 10.